Dataset: Full USPTO retrosynthesis dataset with 1.9M reactions from patents (1976-2016). Task: Predict the reactants needed to synthesize the given product. The reactants are: C(O[C:6]([NH:8][C:9]1[CH:14]=[CH:13][CH:12]=[CH:11][C:10]=1[NH2:15])=[O:7])(C)(C)C.[O:16]1[CH2:21][CH2:20][N:19]([C:22]2[CH:30]=[CH:29][C:25](C(O)=O)=[CH:24][CH:23]=2)[CH2:18][CH2:17]1. Given the product [NH2:15][C:10]1[CH:11]=[CH:12][CH:13]=[CH:14][C:9]=1[NH:8][C:6](=[O:7])[C:25]1[CH:24]=[CH:23][C:22]([N:19]2[CH2:18][CH2:17][O:16][CH2:21][CH2:20]2)=[CH:30][CH:29]=1, predict the reactants needed to synthesize it.